From a dataset of Reaction yield outcomes from USPTO patents with 853,638 reactions. Predict the reaction yield, written as a fraction of the theoretical maximum amount of product (1.0 means a 100% yield; for example, 0.34 means a 34% yield). The product is [F:19][CH:17]([F:18])[C:14]1[O:13][N:12]=[C:11]([C:8]2[S:7][C:6]([C:4]([OH:5])=[O:3])=[CH:10][CH:9]=2)[C:15]=1[CH3:16]. The catalyst is C1COCC1. The reactants are C([O:3][C:4]([C:6]1[S:7][C:8]([C:11]2[C:15]([CH3:16])=[C:14]([CH:17]([F:19])[F:18])[O:13][N:12]=2)=[CH:9][CH:10]=1)=[O:5])C.O.[OH-].[Li+]. The yield is 0.990.